This data is from Reaction yield outcomes from USPTO patents with 853,638 reactions. The task is: Predict the reaction yield, written as a fraction of the theoretical maximum amount of product (1.0 means a 100% yield; for example, 0.34 means a 34% yield). (1) The reactants are [F:1][CH2:2][C:3]1[N:7]2[C:8]3[CH:15]=[C:14]([C:16]4[CH:21]=[CH:20][CH:19]=[CH:18][CH:17]=4)[C:13]([C:22]4[CH:27]=[CH:26][C:25]([C:28]5([NH:32]C(=O)OC(C)(C)C)[CH2:31][CH2:30][CH2:29]5)=[CH:24][CH:23]=4)=[N:12][C:9]=3[O:10][CH2:11][C:6]2=[N:5][N:4]=1.C(O)(C(F)(F)F)=O. The catalyst is ClCCl. The product is [F:1][CH2:2][C:3]1[N:7]2[C:8]3[CH:15]=[C:14]([C:16]4[CH:17]=[CH:18][CH:19]=[CH:20][CH:21]=4)[C:13]([C:22]4[CH:23]=[CH:24][C:25]([C:28]5([NH2:32])[CH2:31][CH2:30][CH2:29]5)=[CH:26][CH:27]=4)=[N:12][C:9]=3[O:10][CH2:11][C:6]2=[N:5][N:4]=1. The yield is 0.610. (2) The reactants are [C:1]([C:4]1[CH2:9][CH2:8][CH2:7][CH2:6][CH:5]=1)(=[O:3])[CH3:2].Cl.[CH3:11][NH:12][CH3:13].[CH2:14]=O.Cl. The catalyst is CCO. The product is [C:4]1([C:1](=[O:3])[CH2:2][CH2:11][N:12]([CH3:14])[CH3:13])[CH2:9][CH2:8][CH2:7][CH2:6][CH:5]=1. The yield is 0.600. (3) The reactants are [C:1](Cl)(Cl)=[O:2].N1C=CC=CC=1.[CH3:11][N:12]1[CH2:16][CH2:15][NH:14][C:13]1=[O:17].[CH3:18][N:19]1[CH:23]=[C:22]([C:24]2[CH:29]=[C:28]([O:30][C:31]3[CH:32]=[CH:33][C:34]([NH2:37])=[N:35][CH:36]=3)[CH:27]=[CH:26][N:25]=2)[CH:21]=[N:20]1. The catalyst is C(Cl)Cl. The product is [CH3:11][N:12]1[CH2:16][CH2:15][N:14]([C:13]([NH:37][C:34]2[CH:33]=[CH:32][C:31]([O:30][C:28]3[CH:27]=[CH:26][N:25]=[C:24]([C:22]4[CH:21]=[N:20][N:19]([CH3:18])[CH:23]=4)[CH:29]=3)=[CH:36][N:35]=2)=[O:17])[C:1]1=[O:2]. The yield is 0.520. (4) The reactants are [CH2:1]([O:4][C:5](=[O:23])[NH:6][C:7]1[CH:12]=[CH:11][CH:10]=[C:9]([C:13](=O)[CH2:14][C:15]2[CH:20]=[CH:19][N:18]=[C:17]([Cl:21])[N:16]=2)[CH:8]=1)[CH:2]=[CH2:3].C1C(=O)N(Br)C(=O)C1.[CH2:32]([NH:34][C:35]([NH2:37])=[S:36])[CH3:33]. The catalyst is C(Cl)Cl. The product is [Cl:21][C:17]1[N:16]=[C:15]([C:14]2[S:36][C:35]([NH:34][CH2:32][CH3:33])=[N:37][C:13]=2[C:9]2[CH:8]=[C:7]([NH:6][C:5](=[O:23])[O:4][CH2:1][CH:2]=[CH2:3])[CH:12]=[CH:11][CH:10]=2)[CH:20]=[CH:19][N:18]=1. The yield is 0.800. (5) The reactants are [CH3:1][O:2][C:3]([C:5]1[S:6][C:7]([C:26]2[CH:31]=[CH:30][CH:29]=[CH:28][CH:27]=2)=[CH:8][C:9]=1[N:10]([C:17]([CH:19]1[CH2:24][CH2:23][CH:22]([CH3:25])[CH2:21][CH2:20]1)=[O:18])[CH:11]1[CH2:16][CH2:15][NH:14][CH2:13][CH2:12]1)=[O:4].CCN(CC)CC.[CH3:39][N:40]=[C:41]=[O:42]. The catalyst is C(Cl)Cl. The product is [CH3:1][O:2][C:3]([C:5]1[S:6][C:7]([C:26]2[CH:27]=[CH:28][CH:29]=[CH:30][CH:31]=2)=[CH:8][C:9]=1[N:10]([CH:11]1[CH2:16][CH2:15][N:14]([C:41](=[O:42])[NH:40][CH3:39])[CH2:13][CH2:12]1)[C:17]([CH:19]1[CH2:20][CH2:21][CH:22]([CH3:25])[CH2:23][CH2:24]1)=[O:18])=[O:4]. The yield is 0.870. (6) The reactants are FC1C=CC(C2C=NC(N3CCN(S(C[C@H](C(C)C)C([NH:27][OH:28])=O)(=O)=O)CC3)=NC=2)=CC=1.[Cl:32][C:33]1[CH:38]=[CH:37][C:36]([C:39]2[CH:40]=[CH:41][C:42]([N:45]3[CH2:50][CH2:49][N:48]([S:51]([CH2:54][C@H:55]([CH:59]([CH3:61])[CH3:60])[C:56](O)=[O:57])(=[O:53])=[O:52])[CH2:47][CH2:46]3)=[N:43][CH:44]=2)=[CH:35][CH:34]=1. No catalyst specified. The product is [Cl:32][C:33]1[CH:34]=[CH:35][C:36]([C:39]2[CH:40]=[CH:41][C:42]([N:45]3[CH2:46][CH2:47][N:48]([S:51]([CH2:54][C@H:55]([CH:59]([CH3:61])[CH3:60])[C:56]([NH:27][OH:28])=[O:57])(=[O:53])=[O:52])[CH2:49][CH2:50]3)=[N:43][CH:44]=2)=[CH:37][CH:38]=1. The yield is 0.760.